Dataset: Forward reaction prediction with 1.9M reactions from USPTO patents (1976-2016). Task: Predict the product of the given reaction. (1) Given the reactants [CH3:1][N:2]1[CH:6]=[CH:5][N:4]=[C:3]1[C:7]([NH:9][NH:10]C(OC(C)(C)C)=O)=[O:8].Cl, predict the reaction product. The product is: [CH3:1][N:2]1[CH:6]=[CH:5][N:4]=[C:3]1[C:7]([NH:9][NH2:10])=[O:8]. (2) Given the reactants Br[C:2]1[N:7]=[N:6][C:5]([NH:8][C:9](=[O:14])[C:10]([CH3:13])([CH3:12])[CH3:11])=[CH:4][CH:3]=1.C1(P(C2CCCCC2)C2C=CC=CC=2C2C(C(C)C)=CC(C(C)C)=CC=2C(C)C)CCCCC1.[Cl-].[C:50]([O:54][C:55](=[O:58])[CH2:56][Zn+])([CH3:53])([CH3:52])[CH3:51].C(OCC)C, predict the reaction product. The product is: [C:9]([NH:8][C:5]1[N:6]=[N:7][C:2]([CH2:56][C:55]([O:54][C:50]([CH3:53])([CH3:52])[CH3:51])=[O:58])=[CH:3][CH:4]=1)(=[O:14])[C:10]([CH3:13])([CH3:12])[CH3:11]. (3) Given the reactants [C:1]([C:3]1[CH:4]=[C:5]([C:13]2[O:17][N:16]=[C:15]([C:18]3[CH:34]=[CH:33][C:21]4[CH2:22][CH2:23][N:24]([CH2:27][C:28]([O:30]CC)=[O:29])[CH2:25][CH2:26][C:20]=4[CH:19]=3)[N:14]=2)[CH:6]=[CH:7][C:8]=1[O:9][CH:10]([CH3:12])[CH3:11])#[N:2].[OH-].[Na+], predict the reaction product. The product is: [C:1]([C:3]1[CH:4]=[C:5]([C:13]2[O:17][N:16]=[C:15]([C:18]3[CH:34]=[CH:33][C:21]4[CH2:22][CH2:23][N:24]([CH2:27][C:28]([OH:30])=[O:29])[CH2:25][CH2:26][C:20]=4[CH:19]=3)[N:14]=2)[CH:6]=[CH:7][C:8]=1[O:9][CH:10]([CH3:12])[CH3:11])#[N:2]. (4) Given the reactants [C:1]([NH:7][C:8]1[CH:13]=[CH:12][CH:11]=[CH:10][C:9]=1B(O)O)(=[O:6])[C:2]([CH3:5])([CH3:4])[CH3:3].[CH2:17]([O:19][C:20]([C:22]1[CH2:26][CH2:25][CH2:24][C:23]=1OS(C(F)(F)F)(=O)=O)=[O:21])[CH3:18].C(=O)([O-])[O-].[K+].[K+].C, predict the reaction product. The product is: [CH2:17]([O:19][C:20]([C:22]1[CH2:26][CH2:25][CH2:24][C:23]=1[C:9]1[CH:10]=[CH:11][CH:12]=[CH:13][C:8]=1[NH:7][C:1](=[O:6])[C:2]([CH3:5])([CH3:4])[CH3:3])=[O:21])[CH3:18]. (5) Given the reactants [Cl:1][C:2]1[CH:23]=[C:22]([C:24]2[CH2:25][CH2:26][N:27]([C:30](=[O:34])[CH:31]([CH3:33])[CH3:32])[CH2:28][CH:29]=2)[CH:21]=[CH:20][C:3]=1[C:4]([N:6]1[CH2:10][CH2:9][C@@:8]2([C:14]3[CH:15]=[CH:16][CH:17]=[CH:18][C:13]=3[C:12](=[O:19])[O:11]2)[CH2:7]1)=[O:5].CO, predict the reaction product. The product is: [Cl:1][C:2]1[CH:23]=[C:22]([CH:24]2[CH2:29][CH2:28][N:27]([C:30](=[O:34])[CH:31]([CH3:32])[CH3:33])[CH2:26][CH2:25]2)[CH:21]=[CH:20][C:3]=1[C:4]([N:6]1[CH2:10][CH2:9][C@@:8]2([C:14]3[CH:15]=[CH:16][CH:17]=[CH:18][C:13]=3[C:12](=[O:19])[O:11]2)[CH2:7]1)=[O:5]. (6) The product is: [CH3:17][N:15]([CH3:16])[C:14]([C:13]1[N:12]([C:19]2[CH:24]=[CH:23][C:22]([O:25][CH3:26])=[CH:21][CH:20]=2)[C:11]([C:27]([O:29][CH2:30][CH3:31])=[O:28])=[C:10]([O:32][CH2:33][O:34][P:35]([OH:37])([OH:45])=[O:36])[C:9]=1[OH:8])=[O:18]. Given the reactants C([O:8][C:9]1[C:10]([O:32][CH2:33][O:34][P:35]([O:45]CC2C=CC=CC=2)([O:37]CC2C=CC=CC=2)=[O:36])=[C:11]([C:27]([O:29][CH2:30][CH3:31])=[O:28])[N:12]([C:19]2[CH:24]=[CH:23][C:22]([O:25][CH3:26])=[CH:21][CH:20]=2)[C:13]=1[C:14](=[O:18])[N:15]([CH3:17])[CH3:16])C1C=CC=CC=1, predict the reaction product. (7) Given the reactants [C:1]([O:5][C:6]([NH:8][C@@H:9]1[C@H:14]([NH:15][C:16]2[N:21]=[C:20](Cl)[C:19]3[C:23](=[O:33])[N:24]([C:26]([O:28][C:29]([CH3:32])([CH3:31])[CH3:30])=[O:27])[CH2:25][C:18]=3[C:17]=2[F:34])[CH2:13][CH2:12][O:11][CH2:10]1)=[O:7])([CH3:4])([CH3:3])[CH3:2].[CH2:35]([N:37]1[CH:41]=[C:40](B2OC(C)(C)C(C)(C)O2)[CH:39]=[N:38]1)[CH3:36], predict the reaction product. The product is: [C:1]([O:5][C:6]([NH:8][C@@H:9]1[C@H:14]([NH:15][C:16]2[N:21]=[C:20]([C:40]3[CH:39]=[N:38][N:37]([CH2:35][CH3:36])[CH:41]=3)[C:19]3[C:23](=[O:33])[N:24]([C:26]([O:28][C:29]([CH3:32])([CH3:31])[CH3:30])=[O:27])[CH2:25][C:18]=3[C:17]=2[F:34])[CH2:13][CH2:12][O:11][CH2:10]1)=[O:7])([CH3:4])([CH3:3])[CH3:2].